From a dataset of Reaction yield outcomes from USPTO patents with 853,638 reactions. Predict the reaction yield, written as a fraction of the theoretical maximum amount of product (1.0 means a 100% yield; for example, 0.34 means a 34% yield). (1) The reactants are [F:1][C:2]1[CH:7]=[CH:6][CH:5]=[C:4]([F:8])[C:3]=1[N:9]1[C:14]2[N:15]=[C:16](S(C)(=O)=O)[N:17]=[C:18]([C:19]3[CH:24]=[CH:23][C:22]([F:25])=[CH:21][C:20]=3[CH3:26])[C:13]=2[CH:12]=[CH:11][C:10]1=[O:31].C([N:34](CC)CC)C.N. The catalyst is CN1C(=O)CCC1.CCOC(C)=O. The product is [NH2:34][C:16]1[N:17]=[C:18]([C:19]2[CH:24]=[CH:23][C:22]([F:25])=[CH:21][C:20]=2[CH3:26])[C:13]2[CH:12]=[CH:11][C:10](=[O:31])[N:9]([C:3]3[C:2]([F:1])=[CH:7][CH:6]=[CH:5][C:4]=3[F:8])[C:14]=2[N:15]=1. The yield is 0.430. (2) The reactants are [CH3:1][O:2][C:3]([C@:5]1([CH2:10][O:11][CH2:12][C:13]2[CH:18]=[CH:17][CH:16]=[CH:15][CH:14]=2)[CH2:9][CH2:8][CH2:7][NH:6]1)=[O:4].C=O.[C:21](O[BH-](OC(=O)C)OC(=O)C)(=O)C.[Na+]. The catalyst is C(Cl)Cl. The product is [CH3:1][O:2][C:3]([C@:5]1([CH2:10][O:11][CH2:12][C:13]2[CH:14]=[CH:15][CH:16]=[CH:17][CH:18]=2)[CH2:9][CH2:8][CH2:7][N:6]1[CH3:21])=[O:4]. The yield is 0.720.